This data is from Forward reaction prediction with 1.9M reactions from USPTO patents (1976-2016). The task is: Predict the product of the given reaction. (1) The product is: [N+:11]([C:6]1[CH:7]=[CH:8][CH:9]=[CH:10][C:5]=1[CH2:4][C:3]1[NH:17][C:16](=[O:15])[NH:1][CH:2]=1)([O-:13])=[O:12]. Given the reactants [NH2:1][CH2:2][C:3](=O)[CH2:4][C:5]1[CH:10]=[CH:9][CH:8]=[CH:7][C:6]=1[N+:11]([O-:13])=[O:12].[O-:15][C:16]#[N:17].[K+], predict the reaction product. (2) The product is: [CH2:1]([NH:8][C:9]([C:11]1[S:15][C:14]([N:16]2[CH2:21][CH2:20][CH2:19][CH:18]([CH2:25][C:26]3[CH:31]=[CH:30][CH:29]=[CH:28][CH:27]=3)[C:17]2=[O:22])=[N:13][C:12]=1[CH3:23])=[O:10])[C:2]1[CH:7]=[CH:6][CH:5]=[CH:4][CH:3]=1. Given the reactants [CH2:1]([NH:8][C:9]([C:11]1[S:15][C:14]([N:16]2[CH2:21][CH2:20][CH2:19][CH2:18][C:17]2=[O:22])=[N:13][C:12]=1[CH3:23])=[O:10])[C:2]1[CH:7]=[CH:6][CH:5]=[CH:4][CH:3]=1.Br[CH2:25][C:26]1[CH:31]=[CH:30][CH:29]=[CH:28][CH:27]=1, predict the reaction product. (3) The product is: [CH3:30][C:25]1([CH3:31])[C:26]([CH3:29])([CH3:28])[O:27][B:23]([C:2]2[CH:10]=[C:9]3[C:5]([C:6]([C:18]([O:20][CH2:21][CH3:22])=[O:19])=[N:7][N:8]3[C:11]([O:13][C:14]([CH3:17])([CH3:16])[CH3:15])=[O:12])=[CH:4][CH:3]=2)[O:24]1. Given the reactants Br[C:2]1[CH:10]=[C:9]2[C:5]([C:6]([C:18]([O:20][CH2:21][CH3:22])=[O:19])=[N:7][N:8]2[C:11]([O:13][C:14]([CH3:17])([CH3:16])[CH3:15])=[O:12])=[CH:4][CH:3]=1.[B:23]1([B:23]2[O:27][C:26]([CH3:29])([CH3:28])[C:25]([CH3:31])([CH3:30])[O:24]2)[O:27][C:26]([CH3:29])([CH3:28])[C:25]([CH3:31])([CH3:30])[O:24]1.C([O-])(=O)C.[K+], predict the reaction product. (4) Given the reactants [CH3:1][C:2]1[N:7]=[N:6][CH:5]=[C:4]([N:8]2[CH2:13][CH2:12][CH:11]([NH:14]C(=O)OC(C)(C)C)[CH2:10][CH2:9]2)[CH:3]=1.[ClH:22], predict the reaction product. The product is: [ClH:22].[ClH:22].[CH3:1][C:2]1[N:7]=[N:6][CH:5]=[C:4]([N:8]2[CH2:13][CH2:12][CH:11]([NH2:14])[CH2:10][CH2:9]2)[CH:3]=1.